This data is from Catalyst prediction with 721,799 reactions and 888 catalyst types from USPTO. The task is: Predict which catalyst facilitates the given reaction. Reactant: [Cl:1][C:2]1[CH:15]=[CH:14][C:5]([CH:6]=[C:7]2[CH2:12][CH2:11][CH2:10][CH2:9][C:8]2=[O:13])=[CH:4][CH:3]=1.[S].ClC1C=C(C)C=CC=1Cl. Product: [Cl:1][C:2]1[CH:3]=[CH:4][C:5]([CH2:6][C:7]2[CH:12]=[CH:11][CH:10]=[CH:9][C:8]=2[OH:13])=[CH:14][CH:15]=1. The catalyst class is: 11.